Dataset: Full USPTO retrosynthesis dataset with 1.9M reactions from patents (1976-2016). Task: Predict the reactants needed to synthesize the given product. (1) Given the product [N:15]1[CH:16]=[CH:17][CH:18]=[CH:19][C:14]=1[CH2:13][NH:12][C:10]1[C:9]2[C:4](=[CH:5][CH:6]=[CH:7][CH:8]=2)[N:3]=[C:2]([NH:20][CH2:21][CH2:22][CH2:23][N:24]2[CH2:29][CH2:28][CH:27]([C:30]3[CH:31]=[C:32]([NH:36][C:37](=[O:39])[CH3:38])[CH:33]=[CH:34][CH:35]=3)[CH2:26][CH2:25]2)[N:11]=1, predict the reactants needed to synthesize it. The reactants are: Cl[C:2]1[N:11]=[C:10]([NH:12][CH2:13][C:14]2[CH:19]=[CH:18][CH:17]=[CH:16][N:15]=2)[C:9]2[C:4](=[CH:5][CH:6]=[CH:7][CH:8]=2)[N:3]=1.[NH2:20][CH2:21][CH2:22][CH2:23][N:24]1[CH2:29][CH2:28][CH:27]([C:30]2[CH:31]=[C:32]([NH:36][C:37](=[O:39])[CH3:38])[CH:33]=[CH:34][CH:35]=2)[CH2:26][CH2:25]1. (2) Given the product [ClH:14].[CH3:16][O:10][C:9](=[O:11])[CH2:8][CH2:7][CH2:6][CH2:5][CH2:4][CH2:3][CH2:2][NH2:1], predict the reactants needed to synthesize it. The reactants are: [NH2:1][CH2:2][CH2:3][CH2:4][CH2:5][CH2:6][CH2:7][CH2:8][C:9]([OH:11])=[O:10].O=S(Cl)[Cl:14].[CH3:16]O. (3) Given the product [CH3:7][N:8]([CH3:32])[CH2:9][C@@H:10]([CH3:31])[O:11][C:12]1[CH:21]=[CH:20][CH:19]=[C:18]2[C:13]=1[C:14]([NH:22][C:23]1[CH:28]=[CH:27][C:26]([O:29][CH2:58][C:53]3[CH:54]=[CH:55][CH:56]=[CH:57][N:52]=3)=[C:25]([CH3:30])[CH:24]=1)=[N:15][CH:16]=[N:17]2, predict the reactants needed to synthesize it. The reactants are: C(=O)([O-])[O-].[K+].[K+].[CH3:7][N:8]([CH3:32])[CH2:9][C@@H:10]([CH3:31])[O:11][C:12]1[CH:21]=[CH:20][CH:19]=[C:18]2[C:13]=1[C:14]([NH:22][C:23]1[CH:28]=[CH:27][C:26]([OH:29])=[C:25]([CH3:30])[CH:24]=1)=[N:15][CH:16]=[N:17]2.C1OCCOCCOCCOCCOCCOC1.Cl.[N:52]1[CH:57]=[CH:56][CH:55]=[CH:54][C:53]=1[CH2:58]Cl. (4) Given the product [Br:1][C:2]1[CH:3]=[N:4][C:5]2[C:10]([CH:11]=1)=[CH:9][C:8]([O:12][CH:13]([CH2:17][CH3:18])[C:14]([NH:23][C:19]([CH3:22])([CH3:21])[CH3:20])=[O:16])=[CH:7][CH:6]=2, predict the reactants needed to synthesize it. The reactants are: [Br:1][C:2]1[CH:3]=[N:4][C:5]2[C:10]([CH:11]=1)=[CH:9][C:8]([O:12][CH:13]([CH2:17][CH3:18])[C:14]([OH:16])=O)=[CH:7][CH:6]=2.[C:19]([NH2:23])([CH3:22])([CH3:21])[CH3:20].ON1C2N=CC=CC=2N=N1.Cl.CN(C)CCCN=C=NCC. (5) Given the product [OH:36][CH:35]([C:2]1[CH:7]=[CH:6][C:5]([C:8]([F:11])([F:10])[F:9])=[CH:4][C:3]=1[O:12][CH3:13])[C:31]1[N:30]([C:29]2[CH:28]=[CH:27][N:26]([S:37]([C:40]3[CH:46]=[CH:45][C:43]([CH3:44])=[CH:42][CH:41]=3)(=[O:39])=[O:38])[C:25]=2[C:23]([C:22]2[CH:47]=[CH:48][C:49]([C:51]([F:54])([F:53])[F:52])=[CH:50][C:21]=2[O:20][CH3:19])=[O:24])[CH:34]=[CH:33][CH:32]=1, predict the reactants needed to synthesize it. The reactants are: Br[C:2]1[CH:7]=[CH:6][C:5]([C:8]([F:11])([F:10])[F:9])=[CH:4][C:3]=1[O:12][CH3:13].[Li]CCCC.[CH3:19][O:20][C:21]1[CH:50]=[C:49]([C:51]([F:54])([F:53])[F:52])[CH:48]=[CH:47][C:22]=1[C:23]([C:25]1[N:26]([S:37]([C:40]2[CH:46]=[CH:45][C:43]([CH3:44])=[CH:42][CH:41]=2)(=[O:39])=[O:38])[CH:27]=[CH:28][C:29]=1[N:30]1[CH:34]=[CH:33][CH:32]=[C:31]1[CH:35]=[O:36])=[O:24]. (6) Given the product [CH:11]1([C:10]2[C:9]3[C:4](=[CH:5][C:6]([C:17]([O:19][CH3:20])=[O:18])=[CH:7][CH:8]=3)[NH:3][C:2]=2[C:26]2[CH:27]=[CH:28][C:29]([O:31][S:32]([C:35]3[CH:40]=[CH:39][C:38]([CH3:41])=[CH:37][CH:36]=3)(=[O:34])=[O:33])=[CH:30][C:25]=2[O:24][CH2:23][O:22][CH3:21])[CH2:16][CH2:15][CH2:14][CH2:13][CH2:12]1, predict the reactants needed to synthesize it. The reactants are: Br[C:2]1[NH:3][C:4]2[C:9]([C:10]=1[CH:11]1[CH2:16][CH2:15][CH2:14][CH2:13][CH2:12]1)=[CH:8][CH:7]=[C:6]([C:17]([O:19][CH3:20])=[O:18])[CH:5]=2.[CH3:21][O:22][CH2:23][O:24][C:25]1[CH:30]=[C:29]([O:31][S:32]([C:35]2[CH:40]=[CH:39][C:38]([CH3:41])=[CH:37][CH:36]=2)(=[O:34])=[O:33])[CH:28]=[CH:27][C:26]=1B(O)O.[Cl-].C([O-])([O-])=O.[Na+].[Na+].